Dataset: Full USPTO retrosynthesis dataset with 1.9M reactions from patents (1976-2016). Task: Predict the reactants needed to synthesize the given product. (1) Given the product [C:1]([C:5]1[N:6]=[C:7]([N:16]2[CH2:20][CH2:19][C:18]([F:21])([F:22])[CH2:17]2)[C:8]2[C:9](=[N:11][N:12]([CH2:14][C:15]3[C:44]([Cl:43])=[N:45][CH:46]=[C:47]([Cl:52])[CH:48]=3)[N:13]=2)[N:10]=1)([CH3:2])([CH3:3])[CH3:4], predict the reactants needed to synthesize it. The reactants are: [C:1]([C:5]1[N:6]=[C:7]([N:16]2[CH2:20][CH2:19][C:18]([F:22])([F:21])[CH2:17]2)[C:8]2[C:9](=[N:11][N:12]([CH2:14][CH3:15])[N:13]=2)[N:10]=1)([CH3:4])([CH3:3])[CH3:2].C(C1N=C(N2CCC(F)(F)C2)C2N=NNC=2N=1)(C)(C)C.[Cl:43][C:44]1C(CCl)=[CH:48][C:47]([Cl:52])=[CH:46][N:45]=1. (2) Given the product [NH2:19][CH2:18][C:17]1[CH:20]=[CH:21][C:14]([NH:5][C:4]2[CH:6]=[CH:7][CH:8]=[CH:9][C:3]=2[C:2]([F:12])([F:11])[F:1])=[CH:15][CH:16]=1, predict the reactants needed to synthesize it. The reactants are: [F:1][C:2]([F:12])([F:11])[C:3]1[CH:9]=[C:8](F)[CH:7]=[CH:6][C:4]=1[NH2:5].F[C:14]1[CH:21]=[CH:20][C:17]([C:18]#[N:19])=[CH:16][CH:15]=1. (3) Given the product [C:22]1([C:31]2[CH:32]=[CH:33][CH:34]=[CH:35][CH:36]=2)[CH:23]=[CH:24][C:25]([CH2:28][CH2:29][NH:30][CH2:18][C:17]2[CH:20]=[CH:21][C:14]([C:12]3[O:11][N:10]=[C:9]([CH2:1][CH2:2][CH2:3][CH2:4][CH2:5][CH2:6][CH2:7][CH3:8])[N:13]=3)=[CH:15][CH:16]=2)=[CH:26][CH:27]=1, predict the reactants needed to synthesize it. The reactants are: [CH2:1]([C:9]1[N:13]=[C:12]([C:14]2[CH:21]=[CH:20][C:17]([CH:18]=O)=[CH:16][CH:15]=2)[O:11][N:10]=1)[CH2:2][CH2:3][CH2:4][CH2:5][CH2:6][CH2:7][CH3:8].[C:22]1([C:31]2[CH:36]=[CH:35][CH:34]=[CH:33][CH:32]=2)[CH:27]=[CH:26][C:25]([CH2:28][CH2:29][NH2:30])=[CH:24][CH:23]=1.